This data is from Catalyst prediction with 721,799 reactions and 888 catalyst types from USPTO. The task is: Predict which catalyst facilitates the given reaction. Reactant: [Cl:1][C:2]1[CH:3]=[C:4]([CH2:8][CH2:9][O:10][CH2:11][C:12](O)=[O:13])[CH:5]=[CH:6][CH:7]=1.B.C1COCC1.CO. Product: [CH3:7][CH2:2][CH2:3][CH:4]([CH3:8])[CH3:5].[Cl:1][C:2]1[CH:3]=[C:4]([CH2:8][CH2:9][O:10][CH2:11][CH2:12][OH:13])[CH:5]=[CH:6][CH:7]=1. The catalyst class is: 1.